Dataset: Full USPTO retrosynthesis dataset with 1.9M reactions from patents (1976-2016). Task: Predict the reactants needed to synthesize the given product. (1) The reactants are: [NH2:1][C:2]1[S:3][C:4]2[C:10]([N+:11]([O-:13])=[O:12])=[C:9]([O:14][C:15]3[CH:16]=[C:17]([NH:21][C:22](=[O:27])[C:23]([F:26])([F:25])[F:24])[CH:18]=[CH:19][CH:20]=3)[CH:8]=[CH:7][C:5]=2[N:6]=1.N1C=CC=CC=1.[C:34](Cl)(=[O:36])[CH3:35]. Given the product [C:34]([NH:1][C:2]1[S:3][C:4]2[C:10]([N+:11]([O-:13])=[O:12])=[C:9]([O:14][C:15]3[CH:16]=[C:17]([NH:21][C:22](=[O:27])[C:23]([F:26])([F:24])[F:25])[CH:18]=[CH:19][CH:20]=3)[CH:8]=[CH:7][C:5]=2[N:6]=1)(=[O:36])[CH3:35], predict the reactants needed to synthesize it. (2) Given the product [CH3:1][O:2][C:3](=[O:39])[CH2:4][CH2:5][CH2:6][CH2:7][CH2:8][CH2:9][CH2:10][C:11](=[O:38])[NH:12][C:13]1[CH:18]=[CH:17][CH:16]=[CH:15][C:14]=1[S:19](=[O:37])(=[O:36])[NH:20][C:21]([C@@:23]1([NH2:28])[CH2:25][C@H:24]1[CH:26]=[CH2:27])=[O:22], predict the reactants needed to synthesize it. The reactants are: [CH3:1][O:2][C:3](=[O:39])[CH2:4][CH2:5][CH2:6][CH2:7][CH2:8][CH2:9][CH2:10][C:11](=[O:38])[NH:12][C:13]1[CH:18]=[CH:17][CH:16]=[CH:15][C:14]=1[S:19](=[O:37])(=[O:36])[NH:20][C:21]([C@@:23]1([NH:28]C(OC(C)(C)C)=O)[CH2:25][C@H:24]1[CH:26]=[CH2:27])=[O:22].Cl. (3) Given the product [CH2:1]([C:4]1[CH:9]=[C:8]([C:10]2[S:11][CH:12]=[C:13]([C:15]3[CH:21]=[CH:20][C:18]([NH:19][S:29]([CH3:28])(=[O:31])=[O:30])=[CH:17][CH:16]=3)[N:14]=2)[CH:7]=[CH:6][N:5]=1)[CH2:2][CH3:3], predict the reactants needed to synthesize it. The reactants are: [CH2:1]([C:4]1[CH:9]=[C:8]([C:10]2[S:11][CH:12]=[C:13]([C:15]3[CH:21]=[CH:20][C:18]([NH2:19])=[CH:17][CH:16]=3)[N:14]=2)[CH:7]=[CH:6][N:5]=1)[CH2:2][CH3:3].N1C=CC=CC=1.[CH3:28][S:29](Cl)(=[O:31])=[O:30]. (4) The reactants are: [C:1]1([C:7]#[C:8][C:9]([O:11][CH2:12][CH3:13])=[O:10])[CH:6]=[CH:5][CH:4]=[CH:3][CH:2]=1.CO[CH2:16][N:17]([CH2:23][C:24]1[CH:29]=[CH:28][CH:27]=[CH:26][CH:25]=1)[CH2:18][Si](C)(C)C.FC(F)(F)C(O)=O. Given the product [CH2:12]([O:11][C:9]([C:8]1[CH2:16][N:17]([CH2:23][C:24]2[CH:29]=[CH:28][CH:27]=[CH:26][CH:25]=2)[CH2:18][C:7]=1[C:1]1[CH:6]=[CH:5][CH:4]=[CH:3][CH:2]=1)=[O:10])[CH3:13], predict the reactants needed to synthesize it.